The task is: Predict which catalyst facilitates the given reaction.. This data is from Catalyst prediction with 721,799 reactions and 888 catalyst types from USPTO. (1) The catalyst class is: 77. Reactant: [CH3:1][C:2]1[C:3](OS(C(F)(F)F)(=O)=O)=[C:4]([CH:9]=[C:10]([N+:12]([O-:14])=[O:13])[CH:11]=1)[C:5]([O:7][CH3:8])=[O:6].[CH2:23]([O:30][C:31]1[CH:36]=[C:35]([F:37])[CH:34]=[CH:33][C:32]=1B(O)O)[C:24]1[CH:29]=[CH:28][CH:27]=[CH:26][CH:25]=1.P([O-])([O-])([O-])=O.[K+].[K+].[K+].C(OCC)(=O)C. Product: [CH2:23]([O:30][C:31]1[CH:36]=[C:35]([F:37])[CH:34]=[CH:33][C:32]=1[C:3]1[C:2]([CH3:1])=[CH:11][C:10]([N+:12]([O-:14])=[O:13])=[CH:9][C:4]=1[C:5]([O:7][CH3:8])=[O:6])[C:24]1[CH:25]=[CH:26][CH:27]=[CH:28][CH:29]=1. (2) The catalyst class is: 4. Product: [O:24]=[C:22]1[N:21]([C:25]2[CH:34]=[C:33]3[C:28]([CH:29]=[C:30]([C:36]4[CH:41]=[CH:40][CH:39]=[CH:38][C:37]=4[C:42]([F:44])([F:43])[F:45])[NH:31][C:32]3=[O:35])=[CH:27][CH:26]=2)[CH2:20][C@H:19]([CH2:18][O:17][C:2]([NH:1][CH2:4][C:5]([O:7][CH2:8][CH3:9])=[O:6])=[O:3])[O:23]1. Reactant: [N:1]([CH2:4][C:5]([O:7][CH2:8][CH3:9])=[O:6])=[C:2]=[O:3].C(N(CC)CC)C.[OH:17][CH2:18][C@@H:19]1[O:23][C:22](=[O:24])[N:21]([C:25]2[CH:34]=[C:33]3[C:28]([CH:29]=[C:30]([C:36]4[CH:41]=[CH:40][CH:39]=[CH:38][C:37]=4[C:42]([F:45])([F:44])[F:43])[NH:31][C:32]3=[O:35])=[CH:27][CH:26]=2)[CH2:20]1.[Cl-].[NH4+].